Dataset: Peptide-MHC class II binding affinity with 134,281 pairs from IEDB. Task: Regression. Given a peptide amino acid sequence and an MHC pseudo amino acid sequence, predict their binding affinity value. This is MHC class II binding data. (1) The peptide sequence is IVALIIAIVVWTIV. The MHC is HLA-DQA10401-DQB10402 with pseudo-sequence HLA-DQA10401-DQB10402. The binding affinity (normalized) is 0. (2) The peptide sequence is IRALVGDEVELPCRI. The MHC is DRB1_0301 with pseudo-sequence DRB1_0301. The binding affinity (normalized) is 0.737.